From a dataset of Catalyst prediction with 721,799 reactions and 888 catalyst types from USPTO. Predict which catalyst facilitates the given reaction. (1) Reactant: [C:1]([C:5]1[CH:6]=[C:7]([NH:11][C:12]([CH:14]2[CH2:19][CH2:18][CH2:17][NH:16][CH:15]2[C:20]2[CH:25]=[CH:24][CH:23]=[C:22]([F:26])[CH:21]=2)=[O:13])[CH:8]=[CH:9][CH:10]=1)([CH3:4])([CH3:3])[CH3:2].CCN(CC)CC.[CH3:34][C:35]1[CH:43]=[CH:42][CH:41]=[CH:40][C:36]=1[C:37](Cl)=[O:38]. Product: [C:1]([C:5]1[CH:6]=[C:7]([NH:11][C:12]([C@H:14]2[CH2:19][CH2:18][CH2:17][N:16]([C:37](=[O:38])[C:36]3[CH:40]=[CH:41][CH:42]=[CH:43][C:35]=3[CH3:34])[C@H:15]2[C:20]2[CH:25]=[CH:24][CH:23]=[C:22]([F:26])[CH:21]=2)=[O:13])[CH:8]=[CH:9][CH:10]=1)([CH3:4])([CH3:2])[CH3:3].[C:1]([C:5]1[CH:6]=[C:7]([NH:11][C:12]([CH:14]2[CH2:19][CH2:18][CH2:17][N:16]([C:37](=[O:38])[C:36]3[CH:40]=[CH:41][CH:42]=[CH:43][C:35]=3[CH3:34])[CH:15]2[C:20]2[CH:25]=[CH:24][CH:23]=[C:22]([F:26])[CH:21]=2)=[O:13])[CH:8]=[CH:9][CH:10]=1)([CH3:4])([CH3:2])[CH3:3]. The catalyst class is: 4. (2) Reactant: [Br:1][C:2]1[CH:3]=[C:4]([OH:8])[CH:5]=[CH:6][CH:7]=1.CCN(CC)CC.[CH3:16][Si:17](Cl)([CH3:20])[CH2:18][CH3:19]. Product: [Br:1][C:2]1[CH:3]=[C:4]([CH:5]=[CH:6][CH:7]=1)[O:8][CH2:19][CH2:18][SiH:17]([CH3:20])[CH3:16]. The catalyst class is: 1. (3) Reactant: [CH3:1][C:2]1[O:6][C:5]([C:7]2[CH:12]=[CH:11][CH:10]=[CH:9][CH:8]=2)=[N:4][C:3]=1[CH2:13][O:14][C:15]1[CH:19]=[C:18]([CH2:20][O:21][C:22]2[CH:23]=[C:24]([CH2:28][C:29]([O:31]C)=[O:30])[CH:25]=[CH:26][CH:27]=2)[O:17][N:16]=1.[OH-].[Na+].O.Cl. Product: [CH3:1][C:2]1[O:6][C:5]([C:7]2[CH:12]=[CH:11][CH:10]=[CH:9][CH:8]=2)=[N:4][C:3]=1[CH2:13][O:14][C:15]1[CH:19]=[C:18]([CH2:20][O:21][C:22]2[CH:23]=[C:24]([CH2:28][C:29]([OH:31])=[O:30])[CH:25]=[CH:26][CH:27]=2)[O:17][N:16]=1. The catalyst class is: 83.